Dataset: Full USPTO retrosynthesis dataset with 1.9M reactions from patents (1976-2016). Task: Predict the reactants needed to synthesize the given product. (1) The reactants are: C(C1C=CC(C(NC2C=CC(C3C=C4C(CN([C@@H](C(C)C)C(O)=O)C4=O)=CC=3)=NC=2)=O)=CC=1)(C)(C)C.[CH3:37][CH:38]([CH3:78])[C@H:39]([N:44]1[CH2:52][C:51]2[C:46](=[CH:47][C:48]([C:53]3[CH:58]=[CH:57][C:56]([NH:59][C:60](=[O:72])[C:61]4[CH:66]=[CH:65][C:64]([CH2:67][CH2:68][CH2:69][CH2:70][CH3:71])=[CH:63][CH:62]=4)=[CH:55][C:54]=3[C:73]([F:76])([F:75])[F:74])=[CH:49][CH:50]=2)[C:45]1=[O:77])[C:40]([O:42]C)=[O:41]. Given the product [CH3:78][CH:38]([CH3:37])[C@H:39]([N:44]1[CH2:52][C:51]2[C:46](=[CH:47][C:48]([C:53]3[CH:58]=[CH:57][C:56]([NH:59][C:60](=[O:72])[C:61]4[CH:66]=[CH:65][C:64]([CH2:67][CH2:68][CH2:69][CH2:70][CH3:71])=[CH:63][CH:62]=4)=[CH:55][C:54]=3[C:73]([F:75])([F:76])[F:74])=[CH:49][CH:50]=2)[C:45]1=[O:77])[C:40]([OH:42])=[O:41], predict the reactants needed to synthesize it. (2) Given the product [F:12][C:7]1[CH:8]=[C:9]([F:11])[CH:10]=[C:2]2[C:3]=1[C:4](=[O:5])[NH:6][C:19]([C:16]1[CH:17]=[CH:18][N:13]=[CH:14][CH:15]=1)=[N:1]2, predict the reactants needed to synthesize it. The reactants are: [NH2:1][C:2]1[CH:10]=[C:9]([F:11])[CH:8]=[C:7]([F:12])[C:3]=1[C:4]([NH2:6])=[O:5].[N:13]1[CH:18]=[CH:17][C:16]([CH:19]=O)=[CH:15][CH:14]=1.S([O-])(O)=O.[Na+].C1(C)C=CC(S(O)(=O)=O)=CC=1. (3) Given the product [Cl:5][C:6]1[CH:14]=[C:13]([F:15])[CH:12]=[CH:11][C:7]=1[C:8]([C:25]1[C:26]([C:30]#[N:31])=[N:27][N:28]([CH3:29])[C:24]=1[C:18]1[C:19]([F:23])=[CH:20][CH:21]=[CH:22][C:17]=1[F:16])=[O:9], predict the reactants needed to synthesize it. The reactants are: [Cl-].[Al+3].[Cl-].[Cl-].[Cl:5][C:6]1[CH:14]=[C:13]([F:15])[CH:12]=[CH:11][C:7]=1[C:8](Cl)=[O:9].[F:16][C:17]1[CH:22]=[CH:21][CH:20]=[C:19]([F:23])[C:18]=1[C:24]1[N:28]([CH3:29])[N:27]=[C:26]([C:30]#[N:31])[CH:25]=1. (4) Given the product [CH2:23]([O:25][C:26]([C:28]1[C:29]2[S:37][CH:36]=[C:35]([CH2:38][O:22][C:18]3[CH:19]=[CH:20][CH:21]=[C:16]([CH2:15][CH2:14][C:11]4[CH:12]=[CH:13][C:8]([Cl:7])=[CH:9][CH:10]=4)[CH:17]=3)[C:30]=2[C:31]([Cl:34])=[N:32][CH:33]=1)=[O:27])[CH3:24], predict the reactants needed to synthesize it. The reactants are: C(=O)([O-])[O-].[K+].[K+].[Cl:7][C:8]1[CH:13]=[CH:12][C:11]([CH2:14][CH2:15][C:16]2[CH:17]=[C:18]([OH:22])[CH:19]=[CH:20][CH:21]=2)=[CH:10][CH:9]=1.[CH2:23]([O:25][C:26]([C:28]1[C:29]2[S:37][CH:36]=[C:35]([CH2:38]Br)[C:30]=2[C:31]([Cl:34])=[N:32][CH:33]=1)=[O:27])[CH3:24]. (5) Given the product [CH:30]1([C:27]2[S:26][C:25]([NH:24][C:21]([C:19]3[CH:18]=[CH:17][C:16]4[N:12]([CH2:11][CH2:10][CH2:9][NH2:8])[CH:13]=[N:14][C:15]=4[CH:20]=3)=[O:23])=[N:29][N:28]=2)[CH2:32][CH2:31]1, predict the reactants needed to synthesize it. The reactants are: C(OC([NH:8][CH2:9][CH2:10][CH2:11][N:12]1[C:16]2[CH:17]=[CH:18][C:19]([C:21]([OH:23])=O)=[CH:20][C:15]=2[N:14]=[CH:13]1)=O)(C)(C)C.[NH2:24][C:25]1[S:26][C:27]([CH:30]2[CH2:32][CH2:31]2)=[N:28][N:29]=1. (6) Given the product [CH2:20]([O:19][C:17](=[O:18])[NH:10][C:7]1[CH:8]=[CH:9][C:4]([C:2](=[O:3])[CH3:1])=[CH:5][CH:6]=1)[C:21]1[CH:26]=[CH:25][CH:24]=[CH:23][CH:22]=1, predict the reactants needed to synthesize it. The reactants are: [CH3:1][C:2]([C:4]1[CH:9]=[CH:8][C:7]([NH2:10])=[CH:6][CH:5]=1)=[O:3].C([O-])(O)=O.[Na+].Cl[C:17]([O:19][CH2:20][C:21]1[CH:26]=[CH:25][CH:24]=[CH:23][CH:22]=1)=[O:18]. (7) Given the product [F:1][C:2]1[CH:3]=[C:4]([CH:17]=[CH:18][CH:19]=1)[CH2:5][NH:6][C:7]([NH:9][C:10]1[S:14][N:13]=[C:12]([CH2:15][NH:21][CH3:20])[N:11]=1)=[O:8], predict the reactants needed to synthesize it. The reactants are: [F:1][C:2]1[CH:3]=[C:4]([CH:17]=[CH:18][CH:19]=1)[CH2:5][NH:6][C:7]([NH:9][C:10]1[S:14][N:13]=[C:12]([CH2:15]Cl)[N:11]=1)=[O:8].[CH3:20][NH2:21]. (8) Given the product [Cl:1][C:2]1[C:7]([S:8]([N:11]([CH3:27])[C:12]2[CH:13]=[CH:14][C:15]([CH3:26])=[C:16]3[C:20]=2[NH:19][C:18]([C:21]([OH:23])=[O:22])=[CH:17]3)(=[O:10])=[O:9])=[CH:6][CH:5]=[CH:4][N:3]=1, predict the reactants needed to synthesize it. The reactants are: [Cl:1][C:2]1[C:7]([S:8]([N:11]([CH3:27])[C:12]2[CH:13]=[CH:14][C:15]([CH3:26])=[C:16]3[C:20]=2[NH:19][C:18]([C:21]([O:23]CC)=[O:22])=[CH:17]3)(=[O:10])=[O:9])=[CH:6][CH:5]=[CH:4][N:3]=1.[OH-].[Na+].CO.C(O)(=O)CC(CC(O)=O)(C(O)=O)O.